From a dataset of Forward reaction prediction with 1.9M reactions from USPTO patents (1976-2016). Predict the product of the given reaction. (1) Given the reactants [Cl:1][C:2]1[CH:3]=[C:4]([S:9]([N:12]2[C:21]3[C:16](=[CH:17][CH:18]=[CH:19][CH:20]=3)[NH:15][C:14](=[O:22])[C@H:13]2[CH2:23][C:24]([OH:26])=O)(=[O:11])=[O:10])[CH:5]=[CH:6][C:7]=1[Cl:8].CCN(CC)CC.CCN=C=NCCCN(C)C.C1C=NC2N(O)N=NC=2C=1.[NH2:55][CH2:56][CH2:57][C:58]1[CH:65]=[CH:64][C:61]([C:62]#[N:63])=[CH:60][CH:59]=1, predict the reaction product. The product is: [C:62]([C:61]1[CH:64]=[CH:65][C:58]([CH2:57][CH2:56][NH:55][C:24](=[O:26])[CH2:23][C@@H:13]2[C:14](=[O:22])[NH:15][C:16]3[C:21](=[CH:20][CH:19]=[CH:18][CH:17]=3)[N:12]2[S:9]([C:4]2[CH:5]=[CH:6][C:7]([Cl:8])=[C:2]([Cl:1])[CH:3]=2)(=[O:11])=[O:10])=[CH:59][CH:60]=1)#[N:63]. (2) Given the reactants [NH2:1][C:2]1[N:6]([C:7]2[CH:12]=CC=C[CH:8]=2)[N:5]=[CH:4][C:3]=1[C:13]([NH2:15])=[O:14].C(O[C:21]([NH:23][CH:24]([C:30]1[CH:35]=[CH:34][CH:33]=[CH:32][CH:31]=1)[C:25](OCC)=O)=O)(C)(C)C.[C:36](OC(NCC(OCC)=O)=O)(C)(C)[CH3:37], predict the reaction product. The product is: [CH:7]([N:6]1[C:2]2[N:1]=[C:25]3[CH:24]([C:30]4[CH:31]=[CH:32][CH:33]=[CH:34][CH:35]=4)[N:23]([CH3:21])[CH2:37][CH2:36][N:15]3[C:13](=[O:14])[C:3]=2[CH:4]=[N:5]1)([CH3:8])[CH3:12].